Dataset: Forward reaction prediction with 1.9M reactions from USPTO patents (1976-2016). Task: Predict the product of the given reaction. (1) Given the reactants [Cl:1][C:2]1[C:3]([C:9](=[N:24][O:25][CH2:26][CH2:27][CH3:28])[CH2:10][NH:11][C:12](=[O:23])[C:13]2[CH:18]=[CH:17][CH:16]=[CH:15][C:14]=2[C:19]([F:22])([F:21])[F:20])=[N:4][CH:5]=[C:6]([Cl:8])[CH:7]=1.C(C1C=CC=CC=1)(=O)C1C=CC=CC=1, predict the reaction product. The product is: [Cl:1][C:2]1[C:3](/[C:9](=[N:24]\[O:25][CH2:26][CH2:27][CH3:28])/[CH2:10][NH:11][C:12](=[O:23])[C:13]2[CH:18]=[CH:17][CH:16]=[CH:15][C:14]=2[C:19]([F:21])([F:20])[F:22])=[N:4][CH:5]=[C:6]([Cl:8])[CH:7]=1. (2) Given the reactants [Br:1][C:2]1[CH:7]=[CH:6][N:5]=[C:4]([CH2:8][S:9]([CH3:12])(=[O:11])=[O:10])[CH:3]=1.Br[CH2:14][CH2:15]Br, predict the reaction product. The product is: [Br:1][C:2]1[CH:7]=[CH:6][N:5]=[C:4]([C:8]2([S:9]([CH3:12])(=[O:10])=[O:11])[CH2:15][CH2:14]2)[CH:3]=1. (3) Given the reactants [CH3:1][NH2:2].[Cl:3][C:4]1[CH:35]=[CH:34][C:7]([CH2:8][N:9]2[C:17]3[C:12](=[CH:13][C:14]([CH:18]=O)=[CH:15][CH:16]=3)[C:11]([C:20](=[O:32])[C:21]([NH:23][C:24]3[CH:29]=[CH:28][N:27]=[C:26]([O:30][CH3:31])[CH:25]=3)=[O:22])=[C:10]2[CH3:33])=[CH:6][CH:5]=1.C(O[BH-](OC(=O)C)OC(=O)C)(=O)C.[Na+].C(OCC)(=O)C, predict the reaction product. The product is: [Cl:3][C:4]1[CH:35]=[CH:34][C:7]([CH2:8][N:9]2[C:17]3[C:12](=[CH:13][C:14]([CH2:18][NH:2][CH3:1])=[CH:15][CH:16]=3)[C:11]([C:20](=[O:32])[C:21]([NH:23][C:24]3[CH:29]=[CH:28][N:27]=[C:26]([O:30][CH3:31])[CH:25]=3)=[O:22])=[C:10]2[CH3:33])=[CH:6][CH:5]=1. (4) Given the reactants [C:1]([C:3]1[C:4]([C:24]2[CH:29]=[C:28]([F:30])[CH:27]=[CH:26][C:25]=2[O:31][CH3:32])=[C:5]2[CH:11]=[C:10]([C:12]3[CH2:13][CH2:14][N:15]([CH2:18][C:19]([N:21]([CH3:23])[CH3:22])=[O:20])[CH2:16][CH:17]=3)[NH:9][C:6]2=[N:7][CH:8]=1)#[N:2].[H][H], predict the reaction product. The product is: [C:1]([C:3]1[C:4]([C:24]2[CH:29]=[C:28]([F:30])[CH:27]=[CH:26][C:25]=2[O:31][CH3:32])=[C:5]2[CH:11]=[C:10]([CH:12]3[CH2:13][CH2:14][N:15]([CH2:18][C:19]([N:21]([CH3:23])[CH3:22])=[O:20])[CH2:16][CH2:17]3)[NH:9][C:6]2=[N:7][CH:8]=1)#[N:2]. (5) Given the reactants [NH2:1][C:2]1[C:7]([C:8]([N:10]2[CH2:15][CH2:14][CH:13]([N:16]3[CH2:28][CH2:27][CH2:26][C:18]4([C:22](=[O:23])[O:21][C:20]([CH3:25])([CH3:24])[CH2:19]4)[CH2:17]3)[CH2:12][CH2:11]2)=[O:9])=[CH:6][C:5]([C:29]2[CH:34]=[CH:33][CH:32]=[CH:31][CH:30]=2)=[CH:4][N:3]=1.[CH2:35]([N:37]=[C:38]=[O:39])[CH3:36].C(OC(C)C)(C)C, predict the reaction product. The product is: [CH3:25][C:20]1([CH3:24])[CH2:19][C:18]2([CH2:26][CH2:27][CH2:28][N:16]([CH:13]3[CH2:12][CH2:11][N:10]([C:8]([C:7]4[C:2]([NH:1][C:38]([NH:37][CH2:35][CH3:36])=[O:39])=[N:3][CH:4]=[C:5]([C:29]5[CH:30]=[CH:31][CH:32]=[CH:33][CH:34]=5)[CH:6]=4)=[O:9])[CH2:15][CH2:14]3)[CH2:17]2)[C:22](=[O:23])[O:21]1. (6) Given the reactants [Cl:1][C:2]1[C:3]([F:28])=[C:4]([CH:8]2[CH2:12][NH:11][CH:10]([CH2:13][C:14]([CH3:17])([CH3:16])[CH3:15])[C:9]2([C:20]2[CH:25]=[CH:24][C:23]([Cl:26])=[CH:22][C:21]=2[F:27])[C:18]#[N:19])[CH:5]=[CH:6][CH:7]=1.Br[CH2:30][C:31]([O:33][C:34]([CH3:37])([CH3:36])[CH3:35])=[O:32].C([O-])([O-])=O.[Cs+].[Cs+].O, predict the reaction product. The product is: [C:34]([O:33][C:31](=[O:32])[CH2:30][N:11]1[CH2:12][C@H:8]([C:4]2[CH:5]=[CH:6][CH:7]=[C:2]([Cl:1])[C:3]=2[F:28])[C@:9]([C:20]2[CH:25]=[CH:24][C:23]([Cl:26])=[CH:22][C:21]=2[F:27])([C:18]#[N:19])[C@@H:10]1[CH2:13][C:14]([CH3:17])([CH3:16])[CH3:15])([CH3:37])([CH3:36])[CH3:35]. (7) The product is: [CH3:1][C:2]1[N:3]([S:27]([C:21]2[CH:26]=[CH:25][CH:24]=[CH:23][CH:22]=2)(=[O:29])=[O:28])[C:4]([C:13]2[CH:14]=[CH:15][CH:16]=[CH:17][CH:18]=2)=[C:5]([CH3:12])[C:6]=1[C:7]([O:9][CH2:10][CH3:11])=[O:8]. Given the reactants [CH3:1][C:2]1[NH:3][C:4]([C:13]2[CH:18]=[CH:17][CH:16]=[CH:15][CH:14]=2)=[C:5]([CH3:12])[C:6]=1[C:7]([O:9][CH2:10][CH3:11])=[O:8].[H-].[Na+].[C:21]1([S:27](Cl)(=[O:29])=[O:28])[CH:26]=[CH:25][CH:24]=[CH:23][CH:22]=1, predict the reaction product. (8) Given the reactants [Cl:1][C:2]1[C:3]([F:28])=[C:4]([CH:8]2[C:12]([C:15]3[CH:20]=[CH:19][C:18]([Cl:21])=[CH:17][C:16]=3[F:22])([C:13]#[N:14])[CH:11]([CH2:23][C:24]([CH3:27])([CH3:26])[CH3:25])[CH2:10][NH:9]2)[CH:5]=[CH:6][CH:7]=1.[N:29]([C:32]1[CH:41]=[CH:40][CH:39]=[CH:38][C:33]=1[C:34]([O:36][CH3:37])=[O:35])=[C:30]=[O:31], predict the reaction product. The product is: [CH3:37][O:36][C:34](=[O:35])[C:33]1[CH:38]=[CH:39][CH:40]=[CH:41][C:32]=1[NH:29][C:30]([N:9]1[CH2:10][C@@H:11]([CH2:23][C:24]([CH3:25])([CH3:27])[CH3:26])[C@@:12]([C:15]2[CH:20]=[CH:19][C:18]([Cl:21])=[CH:17][C:16]=2[F:22])([C:13]#[N:14])[C@H:8]1[C:4]1[CH:5]=[CH:6][CH:7]=[C:2]([Cl:1])[C:3]=1[F:28])=[O:31]. (9) Given the reactants [Cl:1][C:2]1[CH:7]=[CH:6][CH:5]=[CH:4][C:3]=1[OH:8].C(=O)([O-])[O-].[K+].[K+].Cl[C:16]1[N:24]=[C:23]([C:25]2[CH:30]=[CH:29][C:28]([CH3:31])=[C:27]([F:32])[CH:26]=2)[CH:22]=[C:21]([C:33]([F:36])([F:35])[F:34])[C:17]=1[C:18]([NH2:20])=[O:19], predict the reaction product. The product is: [Cl:1][C:2]1[CH:7]=[CH:6][CH:5]=[CH:4][C:3]=1[O:8][C:16]1[N:24]=[C:23]([C:25]2[CH:30]=[CH:29][C:28]([CH3:31])=[C:27]([F:32])[CH:26]=2)[CH:22]=[C:21]([C:33]([F:35])([F:36])[F:34])[C:17]=1[C:18]([NH2:20])=[O:19]. (10) Given the reactants [H-].[Na+].[C:3]([O:7][C:8]([NH:10][C@H:11]1[CH2:17][CH2:16][CH2:15][C@@H:14]([OH:18])[CH:13]=[CH:12]1)=[O:9])([CH3:6])([CH3:5])[CH3:4].[CH3:19]I.[OH-].[Na+], predict the reaction product. The product is: [C:3]([O:7][C:8]([NH:10][C@H:11]1[CH2:17][CH2:16][CH2:15][C@@H:14]([O:18][CH3:19])[CH:13]=[CH:12]1)=[O:9])([CH3:6])([CH3:4])[CH3:5].